Dataset: Peptide-MHC class I binding affinity with 185,985 pairs from IEDB/IMGT. Task: Regression. Given a peptide amino acid sequence and an MHC pseudo amino acid sequence, predict their binding affinity value. This is MHC class I binding data. The peptide sequence is AVDLSHFLK. The MHC is HLA-A33:01 with pseudo-sequence HLA-A33:01. The binding affinity (normalized) is 0.102.